This data is from Forward reaction prediction with 1.9M reactions from USPTO patents (1976-2016). The task is: Predict the product of the given reaction. (1) The product is: [CH:20]1([N:17]2[CH2:18][CH2:19][N:14]([C:13]3[CH:8]=[C:9]([NH2:24])[C:10]([NH2:21])=[CH:11][CH:12]=3)[CH2:15][CH2:16]2)[CH2:10][CH2:9][CH2:8][CH2:13]1. Given the reactants [H-].[H-].[H-].[H-].[Li+].[Al+3].F[C:8]1[C:13]([N:14]2[CH2:19][CH2:18][N:17]([CH3:20])[CH2:16][CH2:15]2)=[CH:12][CH:11]=[C:10]([N+:21]([O-])=O)[C:9]=1[NH2:24].O.[OH-].[Na+], predict the reaction product. (2) Given the reactants C([O:8][C:9]1[CH:10]=[C:11]([CH:27]=[C:28]([O:30][C@@H:31]([CH3:44])[CH2:32][O:33][Si:34]([CH:41]([CH3:43])[CH3:42])([CH:38]([CH3:40])[CH3:39])[CH:35]([CH3:37])[CH3:36])[CH:29]=1)[C:12]([NH:14][C:15]1[CH:19]=[CH:18][N:17]([C:20]([O:22][C:23]([CH3:26])([CH3:25])[CH3:24])=[O:21])[N:16]=1)=[O:13])C1C=CC=CC=1, predict the reaction product. The product is: [OH:8][C:9]1[CH:10]=[C:11]([CH:27]=[C:28]([O:30][C@@H:31]([CH3:44])[CH2:32][O:33][Si:34]([CH:41]([CH3:43])[CH3:42])([CH:35]([CH3:37])[CH3:36])[CH:38]([CH3:39])[CH3:40])[CH:29]=1)[C:12]([NH:14][C:15]1[CH:19]=[CH:18][N:17]([C:20]([O:22][C:23]([CH3:25])([CH3:26])[CH3:24])=[O:21])[N:16]=1)=[O:13].